Dataset: Full USPTO retrosynthesis dataset with 1.9M reactions from patents (1976-2016). Task: Predict the reactants needed to synthesize the given product. (1) Given the product [BrH:21].[Br:21][CH:7]([C:2]1[CH:3]=[CH:4][CH:5]=[CH:6][N:1]=1)[C:8]([C:10]1[CH:11]=[CH:12][C:13]2[O:18][CH2:17][C:16](=[O:19])[NH:15][C:14]=2[CH:20]=1)=[O:9], predict the reactants needed to synthesize it. The reactants are: [N:1]1[CH:6]=[CH:5][CH:4]=[CH:3][C:2]=1[CH2:7][C:8]([C:10]1[CH:11]=[CH:12][C:13]2[O:18][CH2:17][C:16](=[O:19])[NH:15][C:14]=2[CH:20]=1)=[O:9].[Br:21]Br. (2) Given the product [CH:27]1([CH2:26][O:20][C@H:11]([C@H:12]([CH:18]=[CH2:19])[CH2:13][CH2:14][CH:15]([CH3:16])[CH3:17])[C@@H:9]([O:8][CH2:7][C:6]2[CH:5]=[CH:4][C:3]([O:2][CH3:1])=[CH:22][CH:21]=2)[CH3:10])[CH2:29][CH2:28]1, predict the reactants needed to synthesize it. The reactants are: [CH3:1][O:2][C:3]1[CH:22]=[CH:21][C:6]([CH2:7][O:8][C@H:9]([C@H:11]([OH:20])[C@H:12]([CH:18]=[CH2:19])[CH2:13][CH2:14][CH:15]([CH3:17])[CH3:16])[CH3:10])=[CH:5][CH:4]=1.[H-].[Na+].Br[CH2:26][CH:27]1[CH2:29][CH2:28]1.